This data is from Peptide-MHC class II binding affinity with 134,281 pairs from IEDB. The task is: Regression. Given a peptide amino acid sequence and an MHC pseudo amino acid sequence, predict their binding affinity value. This is MHC class II binding data. (1) The peptide sequence is ASEVFKAVEAYLVAH. The MHC is DRB1_1302 with pseudo-sequence DRB1_1302. The binding affinity (normalized) is 0.608. (2) The peptide sequence is YHFDLSGHAFGAMAKKGDEQ. The MHC is DRB3_0101 with pseudo-sequence DRB3_0101. The binding affinity (normalized) is 0.482. (3) The peptide sequence is MCISLSTAIELGAWV. The MHC is DRB1_0101 with pseudo-sequence DRB1_0101. The binding affinity (normalized) is 0.867. (4) The MHC is DRB1_1501 with pseudo-sequence DRB1_1501. The peptide sequence is DVSGVQAPVGAITTI. The binding affinity (normalized) is 0. (5) The peptide sequence is IPSIIHEALNIALIA. The MHC is H-2-IAb with pseudo-sequence H-2-IAb. The binding affinity (normalized) is 0.242.